Predict which catalyst facilitates the given reaction. From a dataset of Catalyst prediction with 721,799 reactions and 888 catalyst types from USPTO. (1) Reactant: [CH2:1]([N:8]1[CH:13]=[CH:12][CH:11]=[C:10]([O:14]CC2C=CC=CC=2)[C:9]1=[O:22])[C:2]1[CH:7]=[CH:6][CH:5]=[CH:4][CH:3]=1.[H][H]. Product: [CH2:1]([N:8]1[CH:13]=[CH:12][CH:11]=[C:10]([OH:14])[C:9]1=[O:22])[C:2]1[CH:3]=[CH:4][CH:5]=[CH:6][CH:7]=1. The catalyst class is: 19. (2) The catalyst class is: 301. Reactant: [CH3:1][O:2][C:3]1[CH:11]=[C:10]2[C:6]([C:7]([CH:12]([CH2:16][CH3:17])[C:13]([OH:15])=[O:14])=[CH:8][CH2:9]2)=[CH:5][CH:4]=1.C(N(CC)CC)C. Product: [CH3:1][O:2][C:3]1[CH:11]=[C:10]2[C:6](=[CH:5][CH:4]=1)[C@H:7]([C@H:12]([CH2:16][CH3:17])[C:13]([OH:15])=[O:14])[CH2:8][CH2:9]2. (3) Reactant: C1(=O)NCCN2CCCC12.[OH:11][CH2:12][C@@H:13]([NH:24][C:25]([O:27]CC1C=CC=CC=1)=O)[CH2:14][N:15]1[CH2:23][CH2:22][CH2:21][C@H:16]1C(OC)=O.[H][H]. Product: [OH:11][CH2:12][C@@H:13]1[CH2:14][N:15]2[CH2:23][CH2:22][CH2:21][C@H:16]2[C:25](=[O:27])[NH:24]1. The catalyst class is: 19.